Dataset: Reaction yield outcomes from USPTO patents with 853,638 reactions. Task: Predict the reaction yield, written as a fraction of the theoretical maximum amount of product (1.0 means a 100% yield; for example, 0.34 means a 34% yield). (1) The reactants are [NH2:1][C:2]1[N:7]=[C:6]([Cl:8])[C:5]([CH:9]=[O:10])=[C:4](Cl)[N:3]=1.CCN(C(C)C)C(C)C.[CH3:21][C@H:22]1[CH2:27][N:26]([C:28]([O:30][C:31]([CH3:34])([CH3:33])[CH3:32])=[O:29])[CH2:25][CH2:24][NH:23]1. The catalyst is CN(C=O)C. The product is [NH2:1][C:2]1[N:3]=[C:4]([N:23]2[CH2:24][CH2:25][N:26]([C:28]([O:30][C:31]([CH3:34])([CH3:33])[CH3:32])=[O:29])[CH2:27][C@@H:22]2[CH3:21])[C:5]([CH:9]=[O:10])=[C:6]([Cl:8])[N:7]=1. The yield is 0.940. (2) The reactants are [Br:1][C:2]1[CH:11]=[C:10]2[C:5]([NH:6][C@@H:7]([CH3:19])[CH2:8][N:9]2[C:12]([O:14][C:15]([CH3:18])([CH3:17])[CH3:16])=[O:13])=[CH:4][CH:3]=1.N1C=CC=CC=1.Cl[C:27]([O:29][CH3:30])=[O:28]. The catalyst is ClCCCl. The product is [Br:1][C:2]1[CH:11]=[C:10]2[C:5](=[CH:4][CH:3]=1)[N:6]([C:27]([O:29][CH3:30])=[O:28])[C@@H:7]([CH3:19])[CH2:8][N:9]2[C:12]([O:14][C:15]([CH3:18])([CH3:17])[CH3:16])=[O:13]. The yield is 1.00. (3) The reactants are [CH2:1]([C:3]1[CH:8]=[C:7]([O:9][CH3:10])[C:6]([F:11])=[CH:5][C:4]=1[C:12]1[CH:20]=[C:19]2[C:15]([C:16]([I:21])=[N:17][NH:18]2)=[CH:14][CH:13]=1)[CH3:2].CC1C=CC(S(O)(=O)=O)=CC=1.[O:33]1[CH:38]=[CH:37][CH2:36][CH2:35][CH2:34]1. The catalyst is C(Cl)Cl. The product is [CH2:1]([C:3]1[CH:8]=[C:7]([O:9][CH3:10])[C:6]([F:11])=[CH:5][C:4]=1[C:12]1[CH:20]=[C:19]2[C:15]([C:16]([I:21])=[N:17][N:18]2[CH:34]2[CH2:35][CH2:36][CH2:37][CH2:38][O:33]2)=[CH:14][CH:13]=1)[CH3:2]. The yield is 0.890. (4) The reactants are [NH2:1][C:2](=[NH:7])[NH:3][C:4]([NH2:6])=[S:5].Br[CH:9]([C:12]1[CH:17]=[CH:16][CH:15]=[CH:14][C:13]=1[N+:18]([O-:20])=[O:19])[CH:10]=O. The catalyst is CO. The product is [N+:18]([C:13]1[CH:14]=[CH:15][CH:16]=[CH:17][C:12]=1[C:9]1[S:5][C:4]([NH:3][C:2]([NH2:1])=[NH:7])=[N:6][CH:10]=1)([O-:20])=[O:19]. The yield is 0.270. (5) The reactants are [C:1]([C:5]1[NH:6][C:7]2[C:12]([CH:13]=1)=[CH:11][C:10]([N+:14]([O-:16])=[O:15])=[CH:9]C=2C#N)([CH3:4])([CH3:3])[CH3:2].[OH-:19].[K+].[CH3:21][CH2:22][OH:23]. No catalyst specified. The product is [C:1]([C:5]1[NH:6][C:7]2[C:12]([CH:13]=1)=[CH:11][C:10]([N+:14]([O-:16])=[O:15])=[CH:9][C:21]=2[C:22]([OH:19])=[O:23])([CH3:4])([CH3:3])[CH3:2]. The yield is 0.770.